Dataset: Reaction yield outcomes from USPTO patents with 853,638 reactions. Task: Predict the reaction yield, written as a fraction of the theoretical maximum amount of product (1.0 means a 100% yield; for example, 0.34 means a 34% yield). The reactants are [C:1]1(B(O)O)[CH:6]=[CH:5][CH:4]=[CH:3][CH:2]=1.Br[C:11]1[CH:12]=[C:13]2[O:19][C:18]([N:20]3[CH:26]4[CH2:27][CH2:28][N:23]([CH2:24][CH2:25]4)[CH2:22][CH2:21]3)=[N:17][C:14]2=[N:15][CH:16]=1. No catalyst specified. The product is [C:1]1([C:11]2[CH:12]=[C:13]3[O:19][C:18]([N:20]4[CH:26]5[CH2:25][CH2:24][N:23]([CH2:28][CH2:27]5)[CH2:22][CH2:21]4)=[N:17][C:14]3=[N:15][CH:16]=2)[CH:6]=[CH:5][CH:4]=[CH:3][CH:2]=1. The yield is 0.270.